From a dataset of Full USPTO retrosynthesis dataset with 1.9M reactions from patents (1976-2016). Predict the reactants needed to synthesize the given product. Given the product [CH3:11][C:4]1[CH:5]=[C:6]([C:8]#[C:9][CH3:10])[CH:7]=[C:2]([CH3:1])[C:3]=1[CH:12]1[C:16](=[O:17])[CH2:15][CH:14]([CH2:19][C:20]2[N:25]=[C:24]([NH:26][CH3:27])[C:23]([C:28]#[N:29])=[CH:22][CH:21]=2)[C:13]1=[O:30], predict the reactants needed to synthesize it. The reactants are: [CH3:1][C:2]1[CH:7]=[C:6]([C:8]#[C:9][CH3:10])[CH:5]=[C:4]([CH3:11])[C:3]=1[C:12]1[C:13](=[O:30])[CH:14]([CH2:19][C:20]2[N:25]=[C:24]([NH:26][CH3:27])[C:23]([C:28]#[N:29])=[CH:22][CH:21]=2)[CH2:15][C:16]=1[O:17]C.Cl.